Dataset: NCI-60 drug combinations with 297,098 pairs across 59 cell lines. Task: Regression. Given two drug SMILES strings and cell line genomic features, predict the synergy score measuring deviation from expected non-interaction effect. (1) Drug 1: CCCCC(=O)OCC(=O)C1(CC(C2=C(C1)C(=C3C(=C2O)C(=O)C4=C(C3=O)C=CC=C4OC)O)OC5CC(C(C(O5)C)O)NC(=O)C(F)(F)F)O. Drug 2: C1=CC=C(C(=C1)C(C2=CC=C(C=C2)Cl)C(Cl)Cl)Cl. Cell line: NCI/ADR-RES. Synergy scores: CSS=0.956, Synergy_ZIP=-0.712, Synergy_Bliss=-1.91, Synergy_Loewe=-2.45, Synergy_HSA=-2.25. (2) Drug 1: C1CCC(C1)C(CC#N)N2C=C(C=N2)C3=C4C=CNC4=NC=N3. Drug 2: CCCS(=O)(=O)NC1=C(C(=C(C=C1)F)C(=O)C2=CNC3=C2C=C(C=N3)C4=CC=C(C=C4)Cl)F. Cell line: HCT-15. Synergy scores: CSS=2.15, Synergy_ZIP=2.25, Synergy_Bliss=2.53, Synergy_Loewe=0.922, Synergy_HSA=0.139. (3) Drug 1: C1CC(=O)NC(=O)C1N2CC3=C(C2=O)C=CC=C3N. Drug 2: CC1OCC2C(O1)C(C(C(O2)OC3C4COC(=O)C4C(C5=CC6=C(C=C35)OCO6)C7=CC(=C(C(=C7)OC)O)OC)O)O. Cell line: A498. Synergy scores: CSS=29.5, Synergy_ZIP=-0.294, Synergy_Bliss=1.50, Synergy_Loewe=-12.9, Synergy_HSA=4.40. (4) Drug 1: CN1CCC(CC1)COC2=C(C=C3C(=C2)N=CN=C3NC4=C(C=C(C=C4)Br)F)OC. Drug 2: CC1=C(C=C(C=C1)NC(=O)C2=CC=C(C=C2)CN3CCN(CC3)C)NC4=NC=CC(=N4)C5=CN=CC=C5. Cell line: HOP-62. Synergy scores: CSS=5.10, Synergy_ZIP=-2.14, Synergy_Bliss=-1.40, Synergy_Loewe=-2.19, Synergy_HSA=-1.30. (5) Drug 1: CC1C(C(=O)NC(C(=O)N2CCCC2C(=O)N(CC(=O)N(C(C(=O)O1)C(C)C)C)C)C(C)C)NC(=O)C3=C4C(=C(C=C3)C)OC5=C(C(=O)C(=C(C5=N4)C(=O)NC6C(OC(=O)C(N(C(=O)CN(C(=O)C7CCCN7C(=O)C(NC6=O)C(C)C)C)C)C(C)C)C)N)C. Drug 2: CCC1=C2CN3C(=CC4=C(C3=O)COC(=O)C4(CC)O)C2=NC5=C1C=C(C=C5)O. Cell line: SF-268. Synergy scores: CSS=41.1, Synergy_ZIP=4.15, Synergy_Bliss=4.78, Synergy_Loewe=-45.8, Synergy_HSA=-3.61. (6) Drug 1: C1=NC2=C(N=C(N=C2N1C3C(C(C(O3)CO)O)O)F)N. Drug 2: CCC1=C2CN3C(=CC4=C(C3=O)COC(=O)C4(CC)O)C2=NC5=C1C=C(C=C5)O. Cell line: NCI-H322M. Synergy scores: CSS=-1.33, Synergy_ZIP=1.13, Synergy_Bliss=-1.14, Synergy_Loewe=-0.536, Synergy_HSA=-4.71.